The task is: Predict the reaction yield, written as a fraction of the theoretical maximum amount of product (1.0 means a 100% yield; for example, 0.34 means a 34% yield).. This data is from Reaction yield outcomes from USPTO patents with 853,638 reactions. The reactants are Br[C:2]1[CH:3]=[C:4]([C:8](=[O:24])[C:9]([C:11]2[CH:16]=[CH:15][C:14]([O:17][CH:18]([F:20])[F:19])=[C:13]([CH:21]3[CH2:23][CH2:22]3)[CH:12]=2)=[O:10])[CH:5]=[CH:6][CH:7]=1.[CH:25]1([C:28]#[CH:29])[CH2:27][CH2:26]1.[Al]. The catalyst is C(N(CC)CC)C.C(OCC)C.[Cu](I)I.[Pd].C1(P(C2C=CC=CC=2)C2C=CC=CC=2)C=CC=CC=1.C1(P(C2C=CC=CC=2)C2C=CC=CC=2)C=CC=CC=1.C1(P(C2C=CC=CC=2)C2C=CC=CC=2)C=CC=CC=1.C1(P(C2C=CC=CC=2)C2C=CC=CC=2)C=CC=CC=1. The product is [CH:21]1([C:13]2[CH:12]=[C:11]([C:9](=[O:10])[C:8]([C:4]3[CH:5]=[CH:6][CH:7]=[C:2]([C:29]#[C:28][CH:25]4[CH2:27][CH2:26]4)[CH:3]=3)=[O:24])[CH:16]=[CH:15][C:14]=2[O:17][CH:18]([F:20])[F:19])[CH2:23][CH2:22]1. The yield is 0.610.